From a dataset of NCI-60 drug combinations with 297,098 pairs across 59 cell lines. Regression. Given two drug SMILES strings and cell line genomic features, predict the synergy score measuring deviation from expected non-interaction effect. Drug 1: CC12CCC3C(C1CCC2=O)CC(=C)C4=CC(=O)C=CC34C. Drug 2: CCN(CC)CCNC(=O)C1=C(NC(=C1C)C=C2C3=C(C=CC(=C3)F)NC2=O)C. Cell line: SR. Synergy scores: CSS=41.1, Synergy_ZIP=6.18, Synergy_Bliss=7.18, Synergy_Loewe=4.68, Synergy_HSA=4.76.